This data is from Experimentally validated miRNA-target interactions with 360,000+ pairs, plus equal number of negative samples. The task is: Binary Classification. Given a miRNA mature sequence and a target amino acid sequence, predict their likelihood of interaction. (1) The miRNA is hsa-miR-33a-5p with sequence GUGCAUUGUAGUUGCAUUGCA. The protein sequence of the target gene is MASSAASSEHFEKLHEIFRGLHEDLQGVPERLLGTAGTEEKKKLIRDFDEKQQEANETLAEMEEELRYAPLSFRNPMMSKLRNYRKDLAKLHREVRSTPLTATPGGRGDMKYGIYAVENEHMNRLQSQRAMLLQGTESLNRATQSIERSHRIATETDQIGSEIIEELGEQRDQLERTKSRLVNTSENLSKSRKILRSMSRKVTTNKLLLSIIILLELAILGGLVYYKFFRSH. Result: 1 (interaction). (2) The miRNA is hsa-miR-5587-5p with sequence AUGGUCACCUCCGGGACU. The protein sequence of the target gene is MHSDAAAVNFQLNSHLSTLASIHKIYHTLNKLNLTEDVGQDDHQTGSLRSCSSSDCFSKVMPPRKKRRPASGDDLSAKKSRHDSMYRKYESTRIKTEEEAFSSKRCLEWFYEYAGTEDAVGPEGMEKFCEDIGVEPENVVMLVLAWKLDAQNMGYFTLQEWLKGMTSLQCDTTEKLRTTLDYLRSLLNDTTNFKLIYRYAFDFAREKDQRSLDINTAKCMLGLLLGKIWPLFPVFHQFLEQSKYKVINKDQWCNVLEFSRTISLDLSNYDEDGAWPVLLDEFVEWYKDKQMS. Result: 0 (no interaction). (3) The miRNA is hsa-miR-361-5p with sequence UUAUCAGAAUCUCCAGGGGUAC. Result: 1 (interaction). The protein sequence of the target gene is MAAVQMDPELAKRLFFEGATVVILNMPKGTEFGIDYNSWEVGPKFRGVKMIPPGIHFLHYSSVDKANPKEVGPRMGFFLSLHQRGLTVLRWSTLREEVDLSPAPESEVEAMRANLQELDQFLGPYPYATLKKWISLTNFISEATVEKLQPENRQICAFSDVLPVLSMKHTKDRVGQNLPRCGIECKSYQEGLARLPEMKPRAGTEIRFSELPTQMFPEGATPAEITKHSMDLSYALETVLNKQFPSSPQDVLGELQFAFVCFLLGNVYEAFEHWKRLLNLLCRSEAAMMKHHTLYINLIS.... (4) The miRNA is cel-miR-239a-5p with sequence UUUGUACUACACAUAGGUACUGG. The protein sequence of the target gene is MAAPLVLVLVVAVTVRAALFRSSLAEFISERVEVVSPLSSWKRVVEGLSLLDLGVSPYSGAVFHETPLIIYLFHFLIDYAELVFMITDALTAIALYFAIQDFNKVVFKKQKLLLELDQYAPDVAELIRTPMEMRYIPLKVALFYLLNPYTILSCVAKSTCAINNTLIAFFILTTIKGSAFLSAIFLALATYQSLYPLTLFVPGLLYLLQRQYIPVKMKSKAFWIFSWEYAMMYVGSLVVIICLSFFLLSSWDFIPAVYGFILSVPDLTPNIGLFWYFFAEMFEHFSLFFVCVFQINVFFY.... Result: 0 (no interaction). (5) The miRNA is hsa-miR-509-3p with sequence UGAUUGGUACGUCUGUGGGUAG. The protein sequence of the target gene is MKAAVLDLGSLLAKLFETSTAPPAGPSSRPSGGAAAAGSGGSRAGTPLGTAPTLLRALAPDSPSASRRSPAPLLSSPYSRGSAASRAAGAVGTLLSWPSSPRAGKAPPQPPTPSGGGCSPARLVVPARPPSGPGGVWAALPRNPLQPGPGERELGACVAPGAGPRTLFLTLPDIGEEGASDGDSGDGEARGLSEGRRRHGFTVRSKDSLPTHFTRNVQKAIDKYTCKSLSSFSSSGSHTPTGAHTSWSGSATQSSTTGSSTERGSVYSWRDDEFDEASSQSVQRLLWEVEEMLFEGKVNP.... Result: 0 (no interaction). (6) The miRNA is hsa-miR-4722-5p with sequence GGCAGGAGGGCUGUGCCAGGUUG. The protein sequence of the target gene is MTHCCSPGCQPTCCRTTCCRTTCWQPTIVTTCSSTPCCQPSCCVSSCCQPYCHPTCCQNTCCRTTCCQPTCVTSCCQPSCCSTPCYQPICCGSSCCGQTSCGSSCGQSSSCAPVYCRRTCYHPTTVCLPGCLNQSCGSSCCQPCYCPACCVSSCCQHSCC. Result: 1 (interaction).